From a dataset of Full USPTO retrosynthesis dataset with 1.9M reactions from patents (1976-2016). Predict the reactants needed to synthesize the given product. (1) Given the product [OH:7][CH2:8][N:9]1[C:17]2[C:12](=[CH:13][CH:14]=[CH:15][CH:16]=2)[CH:11]=[CH:10]1, predict the reactants needed to synthesize it. The reactants are: C([O:7][CH2:8][N:9]1[C:17]2[C:12](=[CH:13][CH:14]=[CH:15][CH:16]=2)[CH:11]=[CH:10]1)(=O)C(C)(C)C.C[O-].[Na+]. (2) Given the product [Cl:28][CH2:27][CH2:26][N:25]([CH2:29][CH2:30][O:1][C:2]1[C:15]2[C:14](=[O:16])[C:13]3[C:8](=[CH:9][CH:10]=[CH:11][CH:12]=3)[S:7][C:6]=2[C:5]([OH:17])=[CH:4][CH:3]=1)[CH3:24], predict the reactants needed to synthesize it. The reactants are: [OH:1][C:2]1[C:15]2[C:14](=[O:16])[C:13]3[C:8](=[CH:9][CH:10]=[CH:11][CH:12]=3)[S:7][C:6]=2[C:5]([OH:17])=[CH:4][CH:3]=1.C(=O)([O-])[O-].[K+].[K+].[CH3:24][N:25]([CH2:29][CH2:30]Cl)[CH2:26][CH2:27][Cl:28].Cl.O. (3) Given the product [F:17][C:14]([F:15])([F:16])[C:13]([N:10]1[CH2:9][CH2:8][C:7]2[CH:19]=[CH:20][C:4]([NH2:1])=[CH:5][C:6]=2[CH2:12][CH2:11]1)=[O:18], predict the reactants needed to synthesize it. The reactants are: [N+:1]([C:4]1[CH:20]=[CH:19][C:7]2[CH2:8][CH2:9][N:10]([C:13](=[O:18])[C:14]([F:17])([F:16])[F:15])[CH2:11][CH2:12][C:6]=2[CH:5]=1)([O-])=O.O.O.[Sn](Cl)Cl.CN(C=O)C. (4) Given the product [O:21]=[C:15]1[CH:14]([N:8]2[CH2:7][C:6]3[C:10](=[CH:11][CH:12]=[C:4]([CH2:3][NH:2][C:24](=[O:25])[C:23]([F:37])([F:22])[C:27]4[CH:32]=[CH:31][CH:30]=[CH:29][C:28]=4[O:33][CH2:34][CH2:35][OH:36])[CH:5]=3)[C:9]2=[O:13])[CH2:19][CH2:18][C:17](=[O:20])[NH:16]1, predict the reactants needed to synthesize it. The reactants are: Cl.[NH2:2][CH2:3][C:4]1[CH:5]=[C:6]2[C:10](=[CH:11][CH:12]=1)[C:9](=[O:13])[N:8]([CH:14]1[CH2:19][CH2:18][C:17](=[O:20])[NH:16][C:15]1=[O:21])[CH2:7]2.[F:22][C:23]([F:37])([C:27]1[CH:32]=[CH:31][CH:30]=[CH:29][C:28]=1[O:33][CH2:34][CH2:35][OH:36])[C:24](O)=[O:25].C(N(CC)C(C)C)(C)C.F[P-](F)(F)(F)(F)F.CN(C(N(C)C)=[N+]1C2C(=NC=CC=2)[N+]([O-])=N1)C. (5) Given the product [C:20]([O:19][C:17]([NH:16][CH2:15][C@H:12]1[CH2:11][CH2:10][C@H:9]([NH:8][S:4]([CH:1]([CH3:3])[CH3:2])(=[O:6])=[O:5])[CH2:14][CH2:13]1)=[O:18])([CH3:23])([CH3:21])[CH3:22], predict the reactants needed to synthesize it. The reactants are: [CH:1]([S:4](Cl)(=[O:6])=[O:5])([CH3:3])[CH3:2].[NH2:8][C@H:9]1[CH2:14][CH2:13][C@H:12]([CH2:15][NH:16][C:17]([O:19][C:20]([CH3:23])([CH3:22])[CH3:21])=[O:18])[CH2:11][CH2:10]1.[OH-].[Na+]. (6) Given the product [O:54]1[CH2:55][CH2:56][N:51]([C:2]2[N:7]=[C:6]([O:8][C:9]3[C:35]([CH3:36])=[CH:34][C:33]([F:37])=[CH:32][C:10]=3[CH2:11][NH:12][C:13]([NH:15][C:16]3[N:20]([C:21]4[CH:26]=[CH:25][C:24]([CH3:27])=[CH:23][CH:22]=4)[N:19]=[C:18]([C:28]([CH3:29])([CH3:31])[CH3:30])[CH:17]=3)=[O:14])[CH:5]=[CH:4][N:3]=2)[CH2:52][CH2:53]1, predict the reactants needed to synthesize it. The reactants are: Cl[C:2]1[N:7]=[C:6]([O:8][C:9]2[C:35]([CH3:36])=[CH:34][C:33]([F:37])=[CH:32][C:10]=2[CH2:11][NH:12][C:13]([NH:15][C:16]2[N:20]([C:21]3[CH:26]=[CH:25][C:24]([CH3:27])=[CH:23][CH:22]=3)[N:19]=[C:18]([C:28]([CH3:31])([CH3:30])[CH3:29])[CH:17]=2)=[O:14])[CH:5]=[CH:4][N:3]=1.C(O)(=O)CC(CC(O)=O)(C(O)=O)O.[NH:51]1[CH2:56][CH2:55][O:54][CH2:53][CH2:52]1. (7) Given the product [C:26]([O:30][C:31](=[O:51])[N:32]([C:43]1[CH:44]=[CH:45][C:46]([C:49]#[N:50])=[CH:47][CH:48]=1)[CH2:33][C:13]1[C:14](=[O:17])[CH2:15][CH2:16][C:12]=1[NH:11][C:7]1[CH:8]=[CH:9][CH:10]=[C:5]([C:4]([F:18])([F:19])[F:3])[CH:6]=1)([CH3:29])([CH3:27])[CH3:28], predict the reactants needed to synthesize it. The reactants are: [H-].[Na+].[F:3][C:4]([F:19])([F:18])[C:5]1[CH:6]=[C:7]([NH:11][C:12]2[CH2:16][CH2:15][C:14](=[O:17])[CH:13]=2)[CH:8]=[CH:9][CH:10]=1.CC1CCCO1.[C:26]([O:30][C:31](=[O:51])[N:32]([C:43]1[CH:48]=[CH:47][C:46]([C:49]#[N:50])=[CH:45][CH:44]=1)[CH2:33]S(C1C=CC=CC=1)(=O)=O)([CH3:29])([CH3:28])[CH3:27].